This data is from NCI-60 drug combinations with 297,098 pairs across 59 cell lines. The task is: Regression. Given two drug SMILES strings and cell line genomic features, predict the synergy score measuring deviation from expected non-interaction effect. (1) Drug 2: CC1=C(C(=O)C2=C(C1=O)N3CC4C(C3(C2COC(=O)N)OC)N4)N. Synergy scores: CSS=37.1, Synergy_ZIP=3.36, Synergy_Bliss=5.51, Synergy_Loewe=-2.91, Synergy_HSA=7.65. Drug 1: CC12CCC(CC1=CCC3C2CCC4(C3CC=C4C5=CN=CC=C5)C)O. Cell line: MCF7. (2) Drug 1: C1CC2CC3=C(CC1C24CN(S(=O)(=O)N4)CC(F)(F)F)C=CC(=C3)C=CCN5CCC(CC5)C(F)(F)F. Drug 2: CC1=C(C(=CC=C1)Cl)NC(=O)C2=CN=C(S2)NC3=CC(=NC(=N3)C)N4CCN(CC4)CCO. Cell line: SW-620. Synergy scores: CSS=11.5, Synergy_ZIP=4.25, Synergy_Bliss=5.69, Synergy_Loewe=14.1, Synergy_HSA=7.83. (3) Drug 1: CS(=O)(=O)C1=CC(=C(C=C1)C(=O)NC2=CC(=C(C=C2)Cl)C3=CC=CC=N3)Cl. Drug 2: CNC(=O)C1=CC=CC=C1SC2=CC3=C(C=C2)C(=NN3)C=CC4=CC=CC=N4. Cell line: OVCAR-4. Synergy scores: CSS=8.43, Synergy_ZIP=-1.69, Synergy_Bliss=4.47, Synergy_Loewe=3.58, Synergy_HSA=3.86. (4) Drug 1: COC1=CC(=CC(=C1O)OC)C2C3C(COC3=O)C(C4=CC5=C(C=C24)OCO5)OC6C(C(C7C(O6)COC(O7)C8=CC=CS8)O)O. Drug 2: COC1=C2C(=CC3=C1OC=C3)C=CC(=O)O2. Cell line: MDA-MB-231. Synergy scores: CSS=37.1, Synergy_ZIP=2.31, Synergy_Bliss=4.73, Synergy_Loewe=-13.8, Synergy_HSA=5.83. (5) Drug 1: CCC1(CC2CC(C3=C(CCN(C2)C1)C4=CC=CC=C4N3)(C5=C(C=C6C(=C5)C78CCN9C7C(C=CC9)(C(C(C8N6C)(C(=O)OC)O)OC(=O)C)CC)OC)C(=O)OC)O.OS(=O)(=O)O. Drug 2: C1CN(CCN1C(=O)CCBr)C(=O)CCBr. Cell line: HOP-92. Synergy scores: CSS=12.2, Synergy_ZIP=-0.749, Synergy_Bliss=2.82, Synergy_Loewe=0.343, Synergy_HSA=0.316. (6) Drug 1: CC1=CC2C(CCC3(C2CCC3(C(=O)C)OC(=O)C)C)C4(C1=CC(=O)CC4)C. Drug 2: CC1CCC2CC(C(=CC=CC=CC(CC(C(=O)C(C(C(=CC(C(=O)CC(OC(=O)C3CCCCN3C(=O)C(=O)C1(O2)O)C(C)CC4CCC(C(C4)OC)O)C)C)O)OC)C)C)C)OC. Cell line: MOLT-4. Synergy scores: CSS=38.9, Synergy_ZIP=1.45, Synergy_Bliss=4.07, Synergy_Loewe=-23.1, Synergy_HSA=7.71. (7) Drug 1: CC(C1=C(C=CC(=C1Cl)F)Cl)OC2=C(N=CC(=C2)C3=CN(N=C3)C4CCNCC4)N. Drug 2: CC=C1C(=O)NC(C(=O)OC2CC(=O)NC(C(=O)NC(CSSCCC=C2)C(=O)N1)C(C)C)C(C)C. Cell line: TK-10. Synergy scores: CSS=30.9, Synergy_ZIP=-1.23, Synergy_Bliss=-4.25, Synergy_Loewe=-43.5, Synergy_HSA=-4.26. (8) Cell line: EKVX. Drug 1: CC1OCC2C(O1)C(C(C(O2)OC3C4COC(=O)C4C(C5=CC6=C(C=C35)OCO6)C7=CC(=C(C(=C7)OC)O)OC)O)O. Synergy scores: CSS=31.5, Synergy_ZIP=-11.6, Synergy_Bliss=-6.51, Synergy_Loewe=-4.10, Synergy_HSA=-1.91. Drug 2: C1=NC2=C(N1)C(=S)N=C(N2)N. (9) Drug 1: C1=NC2=C(N=C(N=C2N1C3C(C(C(O3)CO)O)O)F)N. Drug 2: CS(=O)(=O)OCCCCOS(=O)(=O)C. Cell line: HS 578T. Synergy scores: CSS=7.92, Synergy_ZIP=-4.18, Synergy_Bliss=-5.46, Synergy_Loewe=-0.433, Synergy_HSA=-3.12. (10) Drug 1: CCC1(CC2CC(C3=C(CCN(C2)C1)C4=CC=CC=C4N3)(C5=C(C=C6C(=C5)C78CCN9C7C(C=CC9)(C(C(C8N6C=O)(C(=O)OC)O)OC(=O)C)CC)OC)C(=O)OC)O.OS(=O)(=O)O. Drug 2: C(=O)(N)NO. Cell line: K-562. Synergy scores: CSS=-5.61, Synergy_ZIP=0.394, Synergy_Bliss=-15.0, Synergy_Loewe=-12.3, Synergy_HSA=-19.5.